From a dataset of Forward reaction prediction with 1.9M reactions from USPTO patents (1976-2016). Predict the product of the given reaction. (1) Given the reactants [CH3:1][C@H:2]1[O:7][C@@H:6]([CH3:8])[CH2:5][N:4]([C:9]2[C:16]([F:17])=[C:15]([F:18])[C:14]([C:19]#[CH:20])=[CH:13][C:10]=2[CH:11]=[O:12])[CH2:3]1.Br[C:22]1[N:23]([CH3:27])[CH:24]=[CH:25][N:26]=1, predict the reaction product. The product is: [CH3:1][C@H:2]1[O:7][C@@H:6]([CH3:8])[CH2:5][N:4]([C:9]2[C:16]([F:17])=[C:15]([F:18])[C:14]([C:19]#[C:20][C:22]3[N:23]([CH3:27])[CH:24]=[CH:25][N:26]=3)=[CH:13][C:10]=2[CH:11]=[O:12])[CH2:3]1. (2) Given the reactants Cl[C:2]1[C:3]2[N:4]([C:8]([C:11]3[CH:16]=[CH:15][C:14]([F:17])=[CH:13][C:12]=3[F:18])=[N:9][CH:10]=2)[CH:5]=[CH:6][N:7]=1, predict the reaction product. The product is: [F:18][C:12]1[CH:13]=[C:14]([F:17])[CH:15]=[CH:16][C:11]=1[C:8]1[N:4]2[CH2:5][CH2:6][NH:7][CH2:2][C:3]2=[CH:10][N:9]=1. (3) Given the reactants O.O.[C:3]([OH:8])(=[O:7])[C:4]([OH:6])=[O:5].[N:9]1([CH2:14][CH2:15][CH2:16][N:17]2[CH2:22][CH2:21][CH:20]([CH2:23][NH2:24])[CH2:19][CH2:18]2)[CH:13]=[CH:12][N:11]=[N:10]1, predict the reaction product. The product is: [C:3]([OH:8])(=[O:7])[C:4]([OH:6])=[O:5].[N:9]1([CH2:14][CH2:15][CH2:16][N:17]2[CH2:18][CH2:19][CH:20]([CH2:23][NH2:24])[CH2:21][CH2:22]2)[CH:13]=[CH:12][N:11]=[N:10]1.